From a dataset of Full USPTO retrosynthesis dataset with 1.9M reactions from patents (1976-2016). Predict the reactants needed to synthesize the given product. (1) The reactants are: [CH:1](=O)[C:2]1[CH:7]=[CH:6][CH:5]=[CH:4][CH:3]=1.[N+:9]([CH3:12])([O-:11])=[O:10].C([O-])(=O)C.[NH4+]. Given the product [N+:9]([CH:12]=[CH:1][C:2]1[CH:7]=[CH:6][CH:5]=[CH:4][CH:3]=1)([O-:11])=[O:10], predict the reactants needed to synthesize it. (2) Given the product [OH:1][CH2:2][C:3]1[CH:28]=[CH:27][C:6]2[N:7]([CH:20]([CH2:25][CH3:26])[C:21]([OH:23])=[O:22])[C:8](=[N:10][C:11](=[O:19])[C:12]3[CH:13]=[CH:14][C:15]([CH3:18])=[CH:16][CH:17]=3)[S:9][C:5]=2[CH:4]=1, predict the reactants needed to synthesize it. The reactants are: [OH:1][CH2:2][C:3]1[CH:28]=[CH:27][C:6]2[N:7]([CH:20]([CH2:25][CH3:26])[C:21]([O:23]C)=[O:22])[C:8](=[N:10][C:11](=[O:19])[C:12]3[CH:17]=[CH:16][C:15]([CH3:18])=[CH:14][CH:13]=3)[S:9][C:5]=2[CH:4]=1.O1CCCC1.[OH-].[Na+].